Dataset: Forward reaction prediction with 1.9M reactions from USPTO patents (1976-2016). Task: Predict the product of the given reaction. (1) Given the reactants [CH3:1][C:2]1([CH3:26])[N:8]([C:9]([O:11][C:12]([CH3:15])([CH3:14])[CH3:13])=[O:10])[C@@H:7]([C:16]([O:18]CC2C=CC=CC=2)=[O:17])[CH2:6][CH2:5][CH2:4][O:3]1, predict the reaction product. The product is: [C:12]([O:11][C:9]([N:8]1[C@@H:7]([C:16]([OH:18])=[O:17])[CH2:6][CH2:5][CH2:4][O:3][C:2]1([CH3:26])[CH3:1])=[O:10])([CH3:15])([CH3:13])[CH3:14]. (2) The product is: [NH2:14][C:3]1[N:4]=[CH:5][CH:6]=[C:7]2[CH:11]=[CH:10][NH:9][C:8]=12. Given the reactants N.Br[C:3]1[N:4]=[CH:5][CH:6]=[C:7]2[CH:11]=[CH:10][NH:9][C:8]=12.BrC1C([N+]([O-])=O)=CC=C[N:14]=1, predict the reaction product. (3) Given the reactants [Cl:1][C:2]1[C:7]([C:8](O)=[O:9])=[CH:6][N:5]=[C:4]([Cl:11])[CH:3]=1.[CH3:12][N:13](C(ON1N=NC2C=CC=NC1=2)=[N+](C)C)[CH3:14].F[P-](F)(F)(F)(F)F.C(N(C(C)C)CC)(C)C.Cl.CNC.C(=O)([O-])O.[Na+], predict the reaction product. The product is: [Cl:1][C:2]1[C:7]([C:8]([N:13]([CH3:14])[CH3:12])=[O:9])=[CH:6][N:5]=[C:4]([Cl:11])[CH:3]=1. (4) Given the reactants C(OC([C:6]1[N:7]([CH2:23][CH2:24][NH:25][C:26]([O:28]C(C)(C)C)=O)[C:8]2[C:13]([CH:14]=1)=[CH:12][C:11]([O:15][Si](C(C)(C)C)(C)C)=[CH:10][CH:9]=2)=O)C.FC(F)(F)C(O)=O.C(=O)([O-])[O-].[K+].[K+].[F-].C([N+](CCCC)(CCCC)CCCC)CCC, predict the reaction product. The product is: [OH:15][C:11]1[CH:10]=[CH:9][C:8]2[N:7]3[CH2:23][CH2:24][NH:25][C:26](=[O:28])[C:6]3=[CH:14][C:13]=2[CH:12]=1. (5) Given the reactants [C:1]([CH2:9][C:10]#[N:11])(=[O:8])[C:2]1[CH:7]=[CH:6][CH:5]=[CH:4][CH:3]=1.[N+:12]([O-])([OH:14])=[O:13], predict the reaction product. The product is: [N+:12]([C:4]1[CH:3]=[C:2]([CH:7]=[CH:6][CH:5]=1)[C:1]([CH2:9][C:10]#[N:11])=[O:8])([O-:14])=[O:13].